Dataset: Forward reaction prediction with 1.9M reactions from USPTO patents (1976-2016). Task: Predict the product of the given reaction. (1) The product is: [CH2:1]([CH:8]1[CH2:14][N:13]([CH2:15][C:16]([NH:31][C:32]2[CH:37]=[CH:36][CH:35]=[CH:34][CH:33]=2)=[O:17])[C:12](=[O:19])[CH2:11][N:10]([S:20]([C:23]2[CH:28]=[CH:27][C:26]([Cl:29])=[CH:25][CH:24]=2)(=[O:22])=[O:21])[C:9]1=[O:30])[C:2]1[CH:3]=[CH:4][CH:5]=[CH:6][CH:7]=1. Given the reactants [CH2:1]([CH:8]1[CH2:14][N:13]([CH2:15][C:16](O)=[O:17])[C:12](=[O:19])[CH2:11][N:10]([S:20]([C:23]2[CH:28]=[CH:27][C:26]([Cl:29])=[CH:25][CH:24]=2)(=[O:22])=[O:21])[C:9]1=[O:30])[C:2]1[CH:7]=[CH:6][CH:5]=[CH:4][CH:3]=1.[NH2:31][C:32]1[CH:37]=[CH:36][CH:35]=[CH:34][CH:33]=1.C(N(CC)CC)C, predict the reaction product. (2) Given the reactants C[O:2][C:3]([C:5]1[C:6](=[O:17])[NH:7][C:8]2[C:13]([CH:14]=1)=[CH:12][N:11]=[C:10]([O:15][CH3:16])[CH:9]=2)=[O:4].[OH-].[Na+], predict the reaction product. The product is: [CH3:16][O:15][C:10]1[CH:9]=[C:8]2[C:13]([CH:14]=[C:5]([C:3]([OH:4])=[O:2])[C:6](=[O:17])[NH:7]2)=[CH:12][N:11]=1. (3) Given the reactants [F:1][CH:2]([F:33])[O:3][C:4]1[C:13]2[C:8](=[C:9]([F:20])[CH:10]=[CH:11][C:12]=2[O:14][CH2:15][C:16]([O:18][CH3:19])=[O:17])[N:7]=[C:6]([CH2:21][CH3:22])[C:5]=1[CH2:23][C:24]1[CH:29]=[CH:28][C:27](B(O)O)=[CH:26][CH:25]=1.[CH:34]([C:37]1[NH:38][CH:39]=[CH:40][N:41]=1)([CH3:36])[CH3:35], predict the reaction product. The product is: [CH3:19][O:18][C:16](=[O:17])[CH2:15][O:14][C:12]1[CH:11]=[CH:10][C:9]([F:20])=[C:8]2[C:13]=1[C:4]([O:3][CH:2]([F:33])[F:1])=[C:5]([CH2:23][C:24]1[CH:29]=[CH:28][C:27]([N:38]3[CH:39]=[CH:40][N:41]=[C:37]3[CH:34]([CH3:36])[CH3:35])=[CH:26][CH:25]=1)[C:6]([CH2:21][CH3:22])=[N:7]2. (4) Given the reactants [CH2:1]([O:4][C:5]([C:7]1[NH:8][CH:9]=[C:10]([F:12])[CH:11]=1)=[O:6])[CH:2]=[CH2:3].[Cl-].[NH4+:14].[OH-].[Na+].[OH-].[NH4+], predict the reaction product. The product is: [CH2:1]([O:4][C:5]([C:7]1[N:8]([NH2:14])[CH:9]=[C:10]([F:12])[CH:11]=1)=[O:6])[CH:2]=[CH2:3]. (5) Given the reactants [OH:1][C:2]1[CH:7]=[CH:6][C:5]([S:8]([O-:11])(=[O:10])=[O:9])=[CH:4][CH:3]=1.[Na+:12].[OH-].[Na+], predict the reaction product. The product is: [Na+:12].[CH2:4]([O:1][C:2]1[CH:7]=[CH:6][C:5]([S:8]([O-:11])(=[O:9])=[O:10])=[CH:4][CH:3]=1)[CH:3]=[C:2]=[CH:7][CH3:6].